The task is: Predict which catalyst facilitates the given reaction.. This data is from Catalyst prediction with 721,799 reactions and 888 catalyst types from USPTO. (1) Reactant: [N:1]1([C@@H:7]([CH2:12][N:13]([C:18]2[CH:23]=[CH:22][C:21]([O:24][C:25]3[CH:30]=[CH:29][C:28]([C:31]([F:34])([F:33])[F:32])=[CH:27][CH:26]=3)=[CH:20][CH:19]=2)[S:14]([CH3:17])(=[O:16])=[O:15])[C:8]([O:10]C)=[O:9])[CH2:6][CH2:5][O:4][CH2:3][CH2:2]1.Cl.CCCCCC. Product: [N:1]1([C@@H:7]([CH2:12][N:13]([C:18]2[CH:19]=[CH:20][C:21]([O:24][C:25]3[CH:26]=[CH:27][C:28]([C:31]([F:34])([F:32])[F:33])=[CH:29][CH:30]=3)=[CH:22][CH:23]=2)[S:14]([CH3:17])(=[O:16])=[O:15])[C:8]([OH:10])=[O:9])[CH2:6][CH2:5][O:4][CH2:3][CH2:2]1. The catalyst class is: 1. (2) The catalyst class is: 4. Reactant: Cl.[Cl:2][C:3]1[CH:4]=[CH:5][C:6]2[N:15]3[C:11](=[N:12][N:13]=[C:14]3[C@H:16]3[CH2:21][CH2:20][C@H:19]([O:22][C:23]4[CH:28]=[CH:27][CH:26]=[CH:25][CH:24]=4)[CH2:18][CH2:17]3)[CH2:10][NH:9][CH2:8][C:7]=2[CH:29]=1.C(N(CC)CC)C.[CH3:37][N:38]([CH3:43])[S:39](Cl)(=[O:41])=[O:40]. Product: [CH3:37][N:38]([CH3:43])[S:39]([N:9]1[CH2:8][C:7]2[CH:29]=[C:3]([Cl:2])[CH:4]=[CH:5][C:6]=2[N:15]2[C:11](=[N:12][N:13]=[C:14]2[C@H:16]2[CH2:17][CH2:18][C@H:19]([O:22][C:23]3[CH:24]=[CH:25][CH:26]=[CH:27][CH:28]=3)[CH2:20][CH2:21]2)[CH2:10]1)(=[O:41])=[O:40]. (3) Reactant: [Cl:1][C:2]1[C:15]([Cl:16])=[CH:14][C:5]2[NH:6][C:7]([CH2:9][C:10]([F:13])([F:12])[F:11])=[N:8][C:4]=2[CH:3]=1.[H-].[Na+].I[CH3:20]. Product: [Cl:16][C:15]1[C:2]([Cl:1])=[CH:3][C:4]2[N:8]([CH3:20])[C:7]([CH2:9][C:10]([F:12])([F:13])[F:11])=[N:6][C:5]=2[CH:14]=1. The catalyst class is: 3. (4) Reactant: O1CCCC1.B.CS(O)(=O)=O.[O:12]=[C:13]([N:27]1[CH2:32][CH2:31][N:30]2[C:33]([C:36]([F:39])([F:38])[F:37])=[N:34][N:35]=[C:29]2[CH2:28]1)[CH:14]=[C:15]([NH2:26])[CH2:16][C:17]1[CH:22]=[C:21]([F:23])[C:20]([F:24])=[CH:19][C:18]=1[F:25].N. Product: [O:12]=[C:13]([N:27]1[CH2:32][CH2:31][N:30]2[C:33]([C:36]([F:39])([F:38])[F:37])=[N:34][N:35]=[C:29]2[CH2:28]1)[CH2:14][CH:15]([NH2:26])[CH2:16][C:17]1[CH:22]=[C:21]([F:23])[C:20]([F:24])=[CH:19][C:18]=1[F:25]. The catalyst class is: 6.